Dataset: NCI-60 drug combinations with 297,098 pairs across 59 cell lines. Task: Regression. Given two drug SMILES strings and cell line genomic features, predict the synergy score measuring deviation from expected non-interaction effect. Drug 1: CN1CCC(CC1)COC2=C(C=C3C(=C2)N=CN=C3NC4=C(C=C(C=C4)Br)F)OC. Drug 2: C1=C(C(=O)NC(=O)N1)N(CCCl)CCCl. Cell line: MDA-MB-231. Synergy scores: CSS=32.9, Synergy_ZIP=0.287, Synergy_Bliss=4.85, Synergy_Loewe=7.68, Synergy_HSA=8.20.